Dataset: KCNQ2 potassium channel screen with 302,405 compounds. Task: Binary Classification. Given a drug SMILES string, predict its activity (active/inactive) in a high-throughput screening assay against a specified biological target. (1) The compound is S=C(Nc1ccccc1)Nn1cnnc1. The result is 0 (inactive). (2) The drug is o1c(c(nc1c1ccc(cc1)C)CS(=O)CC(=O)NCCc1cc(OCC)c(OCC)cc1)C. The result is 0 (inactive).